This data is from Forward reaction prediction with 1.9M reactions from USPTO patents (1976-2016). The task is: Predict the product of the given reaction. (1) The product is: [F:16][C:10]1[CH:11]=[C:12]([I:15])[CH:13]=[CH:14][C:9]=1[NH:8][C:7]1[C:2]([NH:1][S:34]([C:31]2([CH2:30][O:29][CH2:22][C:23]3[CH:28]=[CH:27][CH:26]=[CH:25][CH:24]=3)[CH2:33][CH2:32]2)(=[O:36])=[O:35])=[C:3]2[S:21][CH2:20][CH2:19][N:4]2[C:5](=[O:18])[C:6]=1[CH3:17]. Given the reactants [NH2:1][C:2]1[C:7]([NH:8][C:9]2[CH:14]=[CH:13][C:12]([I:15])=[CH:11][C:10]=2[F:16])=[C:6]([CH3:17])[C:5](=[O:18])[N:4]2[CH2:19][CH2:20][S:21][C:3]=12.[CH2:22]([O:29][CH2:30][C:31]1([S:34](Cl)(=[O:36])=[O:35])[CH2:33][CH2:32]1)[C:23]1[CH:28]=[CH:27][CH:26]=[CH:25][CH:24]=1, predict the reaction product. (2) Given the reactants [C:1]([NH:9][C@H:10]([C:13]([O:15][CH2:16][CH3:17])=[O:14])[C:11]#[N:12])(=[O:8])[C:2]1[CH:7]=[CH:6][CH:5]=[CH:4][CH:3]=1.Cl, predict the reaction product. The product is: [NH2:12][C:11]1[O:8][C:1]([C:2]2[CH:3]=[CH:4][CH:5]=[CH:6][CH:7]=2)=[N:9][C:10]=1[C:13]([O:15][CH2:16][CH3:17])=[O:14]. (3) The product is: [CH3:1][O:2][C:3](=[O:13])[C:4]1[CH:9]=[C:8]([O:10][CH3:11])[CH:7]=[CH:6][C:5]=1[CH2:16][CH:15]=[CH2:14]. Given the reactants [CH3:1][O:2][C:3](=[O:13])[C:4]1[CH:9]=[C:8]([O:10][CH3:11])[CH:7]=[CH:6][C:5]=1Br.[CH2:14]([Sn](CCCC)(CCCC)CCCC)[CH:15]=[CH2:16], predict the reaction product. (4) The product is: [NH2:25][C:16]1[C:15]2[N:14]=[C:13]([CH2:26][CH2:27][CH2:28][CH3:29])[N:12]([CH2:11][CH2:10][CH2:9][NH:8][C:35]([NH:34][CH2:30][CH2:31][CH2:32][CH3:33])=[O:36])[C:24]=2[C:23]2[CH:22]=[CH:21][CH:20]=[CH:19][C:18]=2[N:17]=1. Given the reactants C(N(CC)CC)C.[NH2:8][CH2:9][CH2:10][CH2:11][N:12]1[C:24]2[C:23]3[CH:22]=[CH:21][CH:20]=[CH:19][C:18]=3[N:17]=[C:16]([NH2:25])[C:15]=2[N:14]=[C:13]1[CH2:26][CH2:27][CH2:28][CH3:29].[CH2:30]([N:34]=[C:35]=[O:36])[CH2:31][CH2:32][CH3:33].C(=O)([O-])[O-].[K+].[K+], predict the reaction product. (5) Given the reactants [CH3:1][N:2]([CH3:14])[C:3]1[CH:4]=[C:5]2[C:10](=[CH:11][CH:12]=1)[C:9](=[O:13])[NH:8][CH2:7][CH2:6]2.C(=O)([O-])[O-].[K+].[K+].CS(C)=O.[Br:25][C:26]1[CH:31]=[CH:30][CH:29]=[C:28](Br)[CH:27]=1, predict the reaction product. The product is: [Br:25][C:26]1[CH:27]=[C:28]([N:8]2[CH2:7][CH2:6][C:5]3[C:10](=[CH:11][CH:12]=[C:3]([N:2]([CH3:14])[CH3:1])[CH:4]=3)[C:9]2=[O:13])[CH:29]=[CH:30][CH:31]=1. (6) Given the reactants [CH2:1]([C:5]1[N:6]([CH2:26][C:27]2[CH:32]=[CH:31][C:30]([C:33]3[CH:38]=[CH:37][CH:36]=[CH:35][C:34]=3[C:39]3[NH:43][N:42]=[N:41][N:40]=3)=[CH:29][CH:28]=2)[C:7]([C:11]([O:13][C@H:14]([CH3:25])[C:15]([O:17]CC2C=CC=CC=2)=[O:16])=[O:12])=[C:8]([Cl:10])[N:9]=1)[CH2:2][CH2:3][CH3:4], predict the reaction product. The product is: [CH2:1]([C:5]1[N:6]([CH2:26][C:27]2[CH:32]=[CH:31][C:30]([C:33]3[CH:38]=[CH:37][CH:36]=[CH:35][C:34]=3[C:39]3[NH:43][N:42]=[N:41][N:40]=3)=[CH:29][CH:28]=2)[C:7]([C:11]([O:13][C@H:14]([CH3:25])[C:15]([OH:17])=[O:16])=[O:12])=[C:8]([Cl:10])[N:9]=1)[CH2:2][CH2:3][CH3:4]. (7) Given the reactants [NH2:1][C:2]1[C:10]2[C:5](=[CH:6][CH:7]=[C:8]([CH:11]=[O:12])[CH:9]=2)[NH:4][N:3]=1.[C:13](O[C:13]([O:15][C:16]([CH3:19])([CH3:18])[CH3:17])=[O:14])([O:15][C:16]([CH3:19])([CH3:18])[CH3:17])=[O:14].C(N(CC)CC)C, predict the reaction product. The product is: [CH:11]([C:8]1[CH:9]=[C:10]2[C:5](=[CH:6][CH:7]=1)[NH:4][N:3]=[C:2]2[NH:1][C:13](=[O:14])[O:15][C:16]([CH3:19])([CH3:18])[CH3:17])=[O:12]. (8) Given the reactants [Cl:1][C:2]1[CH:3]=[C:4]([CH:7]=[C:8]([Cl:10])[CH:9]=1)[CH:5]=O.C(O)(=O)[CH2:12][C:13]([OH:15])=[O:14].N1CCCCC1, predict the reaction product. The product is: [Cl:1][C:2]1[CH:3]=[C:4]([CH:5]=[CH:12][C:13]([OH:15])=[O:14])[CH:7]=[C:8]([Cl:10])[CH:9]=1. (9) Given the reactants [C:1](=O)([O-])[O-:2].[Cs+].[Cs+].C(P(C(C)(C)C)C1C(C)=C(C)C(C)=C(C)C=1C1C2C(=CC=CC=2)C=CC=1C(C)C)(C)(C)C.Cl[C:40]1[N:41]=[C:42]([CH2:70][C:71]([CH3:74])([CH3:73])[CH3:72])[CH:43]=[C:44]2[C@@H:49]([NH:50][CH2:51][C@@H:52]([OH:66])[C@@H:53]([NH:62][C:63](=[O:65])[CH3:64])[CH2:54][C:55]3[CH:60]=[CH:59][CH:58]=[C:57]([F:61])[CH:56]=3)[CH2:48][C:47]3([CH2:69][CH2:68][CH2:67]3)[O:46][C:45]=12.CO, predict the reaction product. The product is: [CH3:72][C:71]([CH3:74])([CH3:73])[CH2:70][C:42]1[CH:43]=[C:44]2[C@@H:49]([NH:50][CH2:51][C@@H:52]([OH:66])[C@@H:53]([NH:62][C:63](=[O:65])[CH3:64])[CH2:54][C:55]3[CH:60]=[CH:59][CH:58]=[C:57]([F:61])[CH:56]=3)[CH2:48][C:47]3([CH2:69][CH2:68][CH2:67]3)[O:46][C:45]2=[C:40]([O:2][CH3:1])[N:41]=1.